Regression. Given a peptide amino acid sequence and an MHC pseudo amino acid sequence, predict their binding affinity value. This is MHC class I binding data. From a dataset of Peptide-MHC class I binding affinity with 185,985 pairs from IEDB/IMGT. (1) The peptide sequence is EIAQHGAWY. The MHC is HLA-A03:01 with pseudo-sequence HLA-A03:01. The binding affinity (normalized) is 0.0847. (2) The peptide sequence is VAGTGVQFY. The MHC is HLA-A68:01 with pseudo-sequence HLA-A68:01. The binding affinity (normalized) is 0. (3) The peptide sequence is TLRFKTKAL. The MHC is HLA-A03:01 with pseudo-sequence HLA-A03:01. The binding affinity (normalized) is 0.213.